This data is from Merck oncology drug combination screen with 23,052 pairs across 39 cell lines. The task is: Regression. Given two drug SMILES strings and cell line genomic features, predict the synergy score measuring deviation from expected non-interaction effect. (1) Drug 1: Cn1nnc2c(C(N)=O)ncn2c1=O. Drug 2: CC(C)CC(NC(=O)C(Cc1ccccc1)NC(=O)c1cnccn1)B(O)O. Cell line: NCIH23. Synergy scores: synergy=-26.4. (2) Drug 1: O=C(O)C1(Cc2cccc(Nc3nccs3)n2)CCC(Oc2cccc(Cl)c2F)CC1. Drug 2: CC1(c2nc3c(C(N)=O)cccc3[nH]2)CCCN1. Cell line: SKMEL30. Synergy scores: synergy=16.8. (3) Cell line: NCIH23. Synergy scores: synergy=-19.2. Drug 1: COC12C(COC(N)=O)C3=C(C(=O)C(C)=C(N)C3=O)N1CC1NC12. Drug 2: N#Cc1ccc(Cn2cncc2CN2CCN(c3cccc(Cl)c3)C(=O)C2)cc1. (4) Drug 1: COc1cc(C2c3cc4c(cc3C(OC3OC5COC(C)OC5C(O)C3O)C3COC(=O)C23)OCO4)cc(OC)c1O. Drug 2: COC1CC2CCC(C)C(O)(O2)C(=O)C(=O)N2CCCCC2C(=O)OC(C(C)CC2CCC(OP(C)(C)=O)C(OC)C2)CC(=O)C(C)C=C(C)C(O)C(OC)C(=O)C(C)CC(C)C=CC=CC=C1C. Cell line: NCIH23. Synergy scores: synergy=-147.